This data is from Catalyst prediction with 721,799 reactions and 888 catalyst types from USPTO. The task is: Predict which catalyst facilitates the given reaction. (1) Reactant: [H-].[Li+].[O:3]=[C:4]1[NH:9][CH:8]=[CH:7][N:6]=[C:5]1[C:10]([O:12][CH3:13])=[O:11].Cl[CH2:15][C:16]1[CH:21]=[CH:20][CH:19]=[CH:18][CH:17]=1. Product: [CH2:15]([N:9]1[CH:8]=[CH:7][N:6]=[C:5]([C:10]([O:12][CH3:13])=[O:11])[C:4]1=[O:3])[C:16]1[CH:21]=[CH:20][CH:19]=[CH:18][CH:17]=1. The catalyst class is: 3. (2) Reactant: [C:1]([O:5][C:6]([N:8]1[C:12]([C:13]#[N:14])=[CH:11][CH:10]=[C:9]1[C:15]1[CH:27]=[CH:26][C:18]2[NH:19][C:20](=O)[O:21][C:22]([CH3:24])([CH3:23])[C:17]=2[CH:16]=1)=[O:7])([CH3:4])([CH3:3])[CH3:2].COC1C=CC(P2(SP(C3C=CC(OC)=CC=3)(=S)S2)=[S:37])=CC=1. Product: [C:13]([C:12]1[N:8]([C:6]([O:5][C:1]([CH3:4])([CH3:3])[CH3:2])=[O:7])[C:9]([C:15]2[CH:27]=[CH:26][C:18]3[NH:19][C:20](=[S:37])[O:21][C:22]([CH3:24])([CH3:23])[C:17]=3[CH:16]=2)=[CH:10][CH:11]=1)#[N:14]. The catalyst class is: 11.